Dataset: Peptide-MHC class I binding affinity with 185,985 pairs from IEDB/IMGT. Task: Regression. Given a peptide amino acid sequence and an MHC pseudo amino acid sequence, predict their binding affinity value. This is MHC class I binding data. (1) The peptide sequence is ASCDAIMTR. The MHC is HLA-A68:01 with pseudo-sequence HLA-A68:01. The binding affinity (normalized) is 0.328. (2) The binding affinity (normalized) is 0.0847. The MHC is HLA-A68:02 with pseudo-sequence HLA-A68:02. The peptide sequence is YMKFFGNFK.